This data is from Antibody paratope prediction from SAbDab with 1,023 antibody chains. The task is: Token-level Classification. Given an antibody amino acid sequence, predict which amino acid positions are active in antigen binding. Output is a list of indices for active paratope positions. (1) Given the antibody sequence: ITLKESGPPLVKPTQTLTLTCSFSGFSLSDFGVGVGWIRQPPGKALEWLAIIYSDDDKRYSPSLNTRLTITKDTSKNQVVLVMTRVSPVDTATYFCAHRRGPTTLFGVPIARGPVNAMDVWGQGITVTISS, which amino acid positions are active in antigen binding (paratope)? The paratope positions are: [30, 31, 53, 83, 84, 85, 104, 105, 106, 107, 108, 109, 110, 111, 112, 113, 114, 115, 116, 117]. (2) The paratope positions are: [27, 28, 94, 95]. Given the antibody sequence: VLTQPPSVSGAPGQRVTISCSGSSSNIGSNYVSWYQQLPGTAPKLLIYDNNQRPSGVPDRFSGSKSGTSASLAITGLQSEDEADYYCQVRDNNENEWVFGGGTKLTVL, which amino acid positions are active in antigen binding (paratope)? (3) The paratope positions are: [92, 93, 94, 95]. Given the antibody sequence: MTQTPFSVSAAVGGTVTINCQASQNIYSNLAWYQQKPGQPPKLLMYTASYLASGVPSRFKGSGSRTEYTLTISGVQCADAATYYCQTAYYNSRPDTVAFGGGTEVVVK, which amino acid positions are active in antigen binding (paratope)? (4) Given the antibody sequence: TQPPSASGTPGQRVTISCSGSTSNLKRNYVYWYQQLPGTAPKLLIYRDRRRPSGVPDRFSGSKSGTSASLAISGLRSEDEADYYCAWYDRELSEWVFGGGTKLTVL, which amino acid positions are active in antigen binding (paratope)? The paratope positions are: [25, 26, 92, 93]. (5) Given the antibody sequence: QIQLVQSGPELRKPGETVKISCKGSGYTFTHYGINWVKQTPSKDLKWMGWINTHTGEPIYADDFKGRFAFSLETSANTAYLQINNLNNGDMGTYFCTRSHRFGLDYWGQGTSVTVSS, which amino acid positions are active in antigen binding (paratope)? The paratope positions are: [52, 83, 84, 85]. (6) The paratope positions are: [52, 83, 84, 85, 104, 105]. Given the antibody sequence: QVQLQQSGAELVKPGASVKLSCKASGYTFTSHWMHWVKQRPGQGLEWIGEIDPSDSYINYNQIFEGKATLTVDKSSTTAYLQLSSLTSEDSAVYYCARTAGLLAPMDYWGQGTSVTVSS, which amino acid positions are active in antigen binding (paratope)?